From a dataset of Full USPTO retrosynthesis dataset with 1.9M reactions from patents (1976-2016). Predict the reactants needed to synthesize the given product. (1) Given the product [N:21]1[CH:22]=[CH:23][CH:24]=[CH:25][C:20]=1[C:14]1[N:7]=[C:8]2[CH:12]=[CH:11][S:10][C:9]2=[C:16]([OH:17])[CH:15]=1, predict the reactants needed to synthesize it. The reactants are: C(O)(=O)C(O)=O.[NH2:7][C:8]1[CH:12]=[CH:11][S:10][CH:9]=1.O=[C:14]([C:20]1[CH:25]=[CH:24][CH:23]=[CH:22][N:21]=1)[CH2:15][C:16](OC)=[O:17].Cl.O1CCOCC1. (2) Given the product [C:1]([O:5][C:6]([NH:8][C:9]1[CH:14]=[CH:13][CH:12]=[CH:11][C:10]=1[NH:15][C:16](=[O:30])[C:17]1[CH:22]=[CH:21][C:20]([C:23]2[CH:28]=[CH:27][N:26]=[C:25]([N:35]3[CH2:36][CH2:37][N:32]([CH3:31])[CH2:33][CH2:34]3)[N:24]=2)=[CH:19][CH:18]=1)=[O:7])([CH3:4])([CH3:3])[CH3:2], predict the reactants needed to synthesize it. The reactants are: [C:1]([O:5][C:6]([NH:8][C:9]1[CH:14]=[CH:13][CH:12]=[CH:11][C:10]=1[NH:15][C:16](=[O:30])[C:17]1[CH:22]=[CH:21][C:20]([C:23]2[CH:28]=[CH:27][N:26]=[C:25](Cl)[N:24]=2)=[CH:19][CH:18]=1)=[O:7])([CH3:4])([CH3:3])[CH3:2].[CH3:31][N:32]1[CH2:37][CH2:36][NH:35][CH2:34][CH2:33]1. (3) The reactants are: [OH:1][C:2]1[C:3]([C:12]([OH:14])=O)=[CH:4][C:5]2[C:10]([CH:11]=1)=[CH:9][CH:8]=[CH:7][CH:6]=2.[CH3:15][Li]. Given the product [OH:1][C:2]1[C:3]([C:12](=[O:14])[CH3:15])=[CH:4][C:5]2[C:10]([CH:11]=1)=[CH:9][CH:8]=[CH:7][CH:6]=2, predict the reactants needed to synthesize it. (4) Given the product [OH:1][C:2]1[CH:7]=[C:6]([OH:8])[CH:5]=[CH:4][C:3]=1[CH2:9][CH:10]=[N:11][CH2:12][C:13]([OH:15])=[O:14], predict the reactants needed to synthesize it. The reactants are: [OH:1][C:2]1[CH:7]=[C:6]([OH:8])[CH:5]=[CH:4][C:3]=1[CH2:9][CH2:10][NH:11][CH2:12][C:13]([OH:15])=[O:14].C1C(O)=CC=C(O[C@@H]2O[C@H](CO)[C@@H](O)[C@H](O)[C@H]2O)C=1.